This data is from Catalyst prediction with 721,799 reactions and 888 catalyst types from USPTO. The task is: Predict which catalyst facilitates the given reaction. (1) Reactant: [CH3:1][C:2]([CH3:35])([CH3:34])[C@H:3]([NH:8][C:9]([C:11]1[N:12]=[C:13]([C:28]2[CH:33]=[CH:32][CH:31]=[CH:30][CH:29]=2)[N:14]2[CH2:20][CH2:19][CH2:18][N:17](C(OC(C)(C)C)=O)[CH2:16][C:15]=12)=[O:10])[C:4]([NH:6][CH3:7])=[O:5]. Product: [CH3:1][C:2]([CH3:35])([CH3:34])[C@H:3]([NH:8][C:9]([C:11]1[N:12]=[C:13]([C:28]2[CH:29]=[CH:30][CH:31]=[CH:32][CH:33]=2)[N:14]2[CH2:20][CH2:19][CH2:18][NH:17][CH2:16][C:15]=12)=[O:10])[C:4]([NH:6][CH3:7])=[O:5]. The catalyst class is: 157. (2) Reactant: [C:1]([C:3]1[N:11]=[CH:10][C:9]2[N:8](COCC[Si](C)(C)C)[C:7]3[N:20]=[CH:21][CH:22]=[C:23]([N:24]4[CH2:29][CH2:28][CH2:27][C@H:26]([N:30]([CH2:38][CH3:39])C(=O)OC(C)(C)C)[CH2:25]4)[C:6]=3[C:5]=2[CH:4]=1)#[N:2].Br.[OH-].[Na+].Cl. Product: [CH2:38]([NH:30][C@H:26]1[CH2:27][CH2:28][CH2:29][N:24]([C:23]2[C:6]3[C:5]4[CH:4]=[C:3]([C:1]#[N:2])[N:11]=[CH:10][C:9]=4[NH:8][C:7]=3[N:20]=[CH:21][CH:22]=2)[CH2:25]1)[CH3:39]. The catalyst class is: 12.